Dataset: Reaction yield outcomes from USPTO patents with 853,638 reactions. Task: Predict the reaction yield, written as a fraction of the theoretical maximum amount of product (1.0 means a 100% yield; for example, 0.34 means a 34% yield). (1) The catalyst is C(#N)C. The product is [F:1][C:2]1[CH:3]=[CH:4][C:5]([O:12][CH2:17][C:16]2[CH:19]=[CH:20][CH:21]=[CH:22][C:15]=2[C:14]([F:13])([F:23])[F:24])=[C:6]([CH:11]=1)[C:7]([O:9][CH3:10])=[O:8]. The yield is 0.560. The reactants are [F:1][C:2]1[CH:3]=[CH:4][C:5]([OH:12])=[C:6]([CH:11]=1)[C:7]([O:9][CH3:10])=[O:8].[F:13][C:14]([F:24])([F:23])[C:15]1[CH:22]=[CH:21][CH:20]=[CH:19][C:16]=1[CH2:17]Cl.C(=O)([O-])[O-].[K+].[K+]. (2) The yield is 1.00. The product is [N+:5]([C:8]1[CH:9]=[C:10]([CH:14]=[C:15]([C:17]([F:18])([F:19])[F:20])[CH:16]=1)[C:11]([O:13][CH3:21])=[O:12])([O-:7])=[O:6]. The reactants are S(Cl)(Cl)=O.[N+:5]([C:8]1[CH:9]=[C:10]([CH:14]=[C:15]([C:17]([F:20])([F:19])[F:18])[CH:16]=1)[C:11]([OH:13])=[O:12])([O-:7])=[O:6].[CH3:21]COC(C)=O. The catalyst is CO.